This data is from Full USPTO retrosynthesis dataset with 1.9M reactions from patents (1976-2016). The task is: Predict the reactants needed to synthesize the given product. Given the product [C:1]([O:5][C:6](=[O:16])[NH:7][C:8]1[CH:13]=[CH:12][C:11]([CH:14]=[N:18][OH:19])=[CH:10][CH:9]=1)([CH3:4])([CH3:3])[CH3:2], predict the reactants needed to synthesize it. The reactants are: [C:1]([O:5][C:6](=[O:16])[NH:7][C:8]1[CH:13]=[CH:12][C:11]([CH:14]=O)=[CH:10][CH:9]=1)([CH3:4])([CH3:3])[CH3:2].Cl.[NH2:18][OH:19].C([O-])(=O)C.[Na+].O.